Dataset: Full USPTO retrosynthesis dataset with 1.9M reactions from patents (1976-2016). Task: Predict the reactants needed to synthesize the given product. (1) Given the product [CH2:1]([S:8]([NH:11][C:12]([CH:14]1[CH2:17][N:16]([C:18]2[C:28]([C:29]#[N:30])=[CH:27][C:21]([C:22]([O:24][CH2:25][CH3:26])=[O:23])=[C:20]([CH2:31][O:44][CH2:43][C:42]([F:46])([F:45])[F:41])[N:19]=2)[CH2:15]1)=[O:13])(=[O:10])=[O:9])[C:2]1[CH:7]=[CH:6][CH:5]=[CH:4][CH:3]=1, predict the reactants needed to synthesize it. The reactants are: [CH2:1]([S:8]([NH:11][C:12]([CH:14]1[CH2:17][N:16]([C:18]2[C:28]([C:29]#[N:30])=[CH:27][C:21]([C:22]([O:24][CH2:25][CH3:26])=[O:23])=[C:20]([CH2:31]Cl)[N:19]=2)[CH2:15]1)=[O:13])(=[O:10])=[O:9])[C:2]1[CH:7]=[CH:6][CH:5]=[CH:4][CH:3]=1.C(=O)([O-])[O-].[Cs+].[Cs+].[I-].[Na+].[F:41][C:42]([F:46])([F:45])[CH2:43][OH:44]. (2) Given the product [Cl:44][C:43]1[CH:42]=[CH:41][CH:40]=[C:39]([Cl:45])[C:38]=1[C:31]1[C:30]([CH2:29][O:1][C:2]2[CH:7]=[CH:6][C:5]([C:8]3[CH:17]=[C:16]4[C:15](=[CH:10][CH:9]=3)[CH:14]=[C:13]([C:18]([OH:20])=[O:19])[CH:12]=[CH:11]4)=[CH:4][CH:3]=2)=[C:34]([CH:35]([CH3:37])[CH3:36])[O:33][N:32]=1, predict the reactants needed to synthesize it. The reactants are: [OH:1][C:2]1[CH:7]=[CH:6][C:5]([C:8]2[CH:9]=[C:10]3[C:15](=[CH:16][CH:17]=2)[CH:14]=[C:13]([C:18]([O:20]C)=[O:19])[CH:12]=[CH:11]3)=[CH:4][CH:3]=1.C([O-])([O-])=O.[K+].[K+].Cl[CH2:29][C:30]1[C:31]([C:38]2[C:43]([Cl:44])=[CH:42][CH:41]=[CH:40][C:39]=2[Cl:45])=[N:32][O:33][C:34]=1[CH:35]([CH3:37])[CH3:36].[OH-].[Na+].